From a dataset of NCI-60 drug combinations with 297,098 pairs across 59 cell lines. Regression. Given two drug SMILES strings and cell line genomic features, predict the synergy score measuring deviation from expected non-interaction effect. (1) Drug 1: CC1=C(N=C(N=C1N)C(CC(=O)N)NCC(C(=O)N)N)C(=O)NC(C(C2=CN=CN2)OC3C(C(C(C(O3)CO)O)O)OC4C(C(C(C(O4)CO)O)OC(=O)N)O)C(=O)NC(C)C(C(C)C(=O)NC(C(C)O)C(=O)NCCC5=NC(=CS5)C6=NC(=CS6)C(=O)NCCC[S+](C)C)O. Drug 2: C(CCl)NC(=O)N(CCCl)N=O. Cell line: HCT-15. Synergy scores: CSS=48.9, Synergy_ZIP=-5.89, Synergy_Bliss=-27.1, Synergy_Loewe=0.0826, Synergy_HSA=-25.1. (2) Drug 1: CC12CCC3C(C1CCC2=O)CC(=C)C4=CC(=O)C=CC34C. Drug 2: COC1=C2C(=CC3=C1OC=C3)C=CC(=O)O2. Cell line: 786-0. Synergy scores: CSS=45.2, Synergy_ZIP=1.29, Synergy_Bliss=1.66, Synergy_Loewe=0.350, Synergy_HSA=0.136. (3) Drug 1: C#CCC(CC1=CN=C2C(=N1)C(=NC(=N2)N)N)C3=CC=C(C=C3)C(=O)NC(CCC(=O)O)C(=O)O. Drug 2: C(CCl)NC(=O)N(CCCl)N=O. Cell line: COLO 205. Synergy scores: CSS=17.1, Synergy_ZIP=-6.77, Synergy_Bliss=-0.359, Synergy_Loewe=9.34, Synergy_HSA=2.92.